From a dataset of Reaction yield outcomes from USPTO patents with 853,638 reactions. Predict the reaction yield, written as a fraction of the theoretical maximum amount of product (1.0 means a 100% yield; for example, 0.34 means a 34% yield). (1) The reactants are [Br:1][C:2]1[N:7]=[C:6]([NH:8][C:9](=[O:12])[O:10][CH3:11])[CH:5]=[CH:4][C:3]=1[N+:13]([O-])=O.[BH4-].[Na+]. The catalyst is CO.O.Cl[Ni]Cl. The product is [NH2:13][C:3]1[CH:4]=[CH:5][C:6]([NH:8][C:9](=[O:12])[O:10][CH3:11])=[N:7][C:2]=1[Br:1]. The yield is 0.960. (2) The reactants are [Cl:1][C:2]1[C:7]([NH:8][S:9]([C:12]2[CH:17]=[CH:16][C:15]([F:18])=[CH:14][C:13]=2[F:19])(=[O:11])=[O:10])=[CH:6][C:5](B2OC(C)(C)C(C)(C)O2)=[CH:4][N:3]=1.Cl[C:30]1[CH:31]=[CH:32][C:33]2[N:34]=[CH:35][N:36]=[C:37]([O:40][CH:41]3[CH2:46][CH2:45][O:44][CH2:43][CH2:42]3)[C:38]=2[N:39]=1.C(=O)(O)[O-].[Na+]. The catalyst is O1CCOCC1. The product is [Cl:1][C:2]1[C:7]([NH:8][S:9]([C:12]2[CH:17]=[CH:16][C:15]([F:18])=[CH:14][C:13]=2[F:19])(=[O:10])=[O:11])=[CH:6][C:5]([C:30]2[CH:31]=[CH:32][C:33]3[N:34]=[CH:35][N:36]=[C:37]([O:40][CH:41]4[CH2:46][CH2:45][O:44][CH2:43][CH2:42]4)[C:38]=3[N:39]=2)=[CH:4][N:3]=1. The yield is 0.500. (3) The reactants are C1(C)C=CC(S([O-])(=O)=[O:8])=CC=1.[C:12]1([N:18]2[C:26]3[CH2:25][CH2:24][CH2:23][C:22](=[CH:27][CH2:28][N+:29]4[CH:34]=[CH:33]C=[CH:31][CH:30]=4)[C:21]=3[CH:20]=[N:19]2)[CH:17]=[CH:16][CH:15]=[CH:14][CH:13]=1.N1CCOCC1. The catalyst is C(#N)C.C(OCC)(=O)C. The product is [N:29]1([CH2:28]/[CH:27]=[C:22]2/[C:21]3[CH:20]=[N:19][N:18]([C:12]4[CH:17]=[CH:16][CH:15]=[CH:14][CH:13]=4)[C:26]=3[CH2:25][CH2:24][CH2:23]/2)[CH2:34][CH2:33][O:8][CH2:31][CH2:30]1. The yield is 0.570. (4) The reactants are [CH3:1][O:2][C:3]1[CH:11]=[CH:10][C:6]([C:7](Cl)=[O:8])=[CH:5][CH:4]=1.[N:12]1[CH:17]=[CH:16][C:15]([C:18]2[N:19]=[C:20]([NH2:23])[S:21][CH:22]=2)=[CH:14][CH:13]=1. The catalyst is CN(C1C=CN=CC=1)C.N1C=CC=CC=1. The product is [CH3:1][O:2][C:3]1[CH:11]=[CH:10][C:6]([C:7]([NH:23][C:20]2[S:21][CH:22]=[C:18]([C:15]3[CH:16]=[CH:17][N:12]=[CH:13][CH:14]=3)[N:19]=2)=[O:8])=[CH:5][CH:4]=1. The yield is 0.610. (5) The reactants are [Br:1][C:2]1[CH:7]=[CH:6][C:5]([NH:8][C:9]2[C:10]([C:17]([OH:19])=O)=[CH:11][N:12]([CH3:16])[C:13](=[O:15])[CH:14]=2)=[C:4]([F:20])[CH:3]=1.CCN=C=NCCCN(C)C.Cl.C1C=CC2N(O)N=NC=2C=1.[CH:43]1([CH2:46][O:47][NH2:48])[CH2:45][CH2:44]1.CCN(CC)CC. The catalyst is CN(C=O)C.CCOC(C)=O. The product is [CH:43]1([CH2:46][O:47][NH:48][C:17]([C:10]2[C:9]([NH:8][C:5]3[CH:6]=[CH:7][C:2]([Br:1])=[CH:3][C:4]=3[F:20])=[CH:14][C:13](=[O:15])[N:12]([CH3:16])[CH:11]=2)=[O:19])[CH2:45][CH2:44]1. The yield is 0.890. (6) The reactants are [Cl:1][C:2]1[CH:3]=[C:4]([C:12]2[O:13][C:14]([CH:17]3[CH2:22][CH2:21][N:20]([CH:23]4[CH2:28][CH2:27][O:26][CH2:25][CH2:24]4)[CH2:19][CH2:18]3)=[N:15][N:16]=2)[C:5]2[O:9][CH2:8][CH2:7][C:6]=2[C:10]=1[NH2:11].[C:29]([OH:34])(=[O:33])[C:30]([OH:32])=[O:31]. The catalyst is C(O)C.CC(O)C. The product is [C:29]([OH:34])(=[O:33])[C:30]([OH:32])=[O:31].[Cl:1][C:2]1[CH:3]=[C:4]([C:12]2[O:13][C:14]([CH:17]3[CH2:18][CH2:19][N:20]([CH:23]4[CH2:28][CH2:27][O:26][CH2:25][CH2:24]4)[CH2:21][CH2:22]3)=[N:15][N:16]=2)[C:5]2[O:9][CH2:8][CH2:7][C:6]=2[C:10]=1[NH2:11]. The yield is 0.903. (7) The reactants are [C:1]([O:9][CH:10]1[CH2:15][CH2:14][NH:13][CH2:12][CH:11]1[F:16])(=[O:8])[C:2]1[CH:7]=[CH:6][CH:5]=[CH:4][CH:3]=1.Cl[CH2:18][C@H:19]([OH:23])[CH2:20][C:21]#[N:22].C(=O)([O-])O.[Na+]. The catalyst is C(O)C. The product is [C:1]([O:9][CH:10]1[CH2:15][CH2:14][N:13]([CH2:18][C@H:19]([OH:23])[CH2:20][C:21]#[N:22])[CH2:12][CH:11]1[F:16])(=[O:8])[C:2]1[CH:3]=[CH:4][CH:5]=[CH:6][CH:7]=1. The yield is 0.510.